From a dataset of Full USPTO retrosynthesis dataset with 1.9M reactions from patents (1976-2016). Predict the reactants needed to synthesize the given product. (1) The reactants are: [C:1]1([C:7]2[N:12]=[C:11]3[S:13][C:14]4[CH2:18][CH2:17][CH2:16][C:15]=4[C:10]3=[C:9]([C:19]3[CH:24]=[CH:23][C:22]([CH3:25])=[CH:21][CH:20]=3)[C:8]=2[CH:26]([CH2:31][CH2:32][CH3:33])[C:27]([O:29]C)=[O:28])[CH:6]=[CH:5][CH:4]=[CH:3][CH:2]=1.[OH-].[Na+]. Given the product [C:1]1([C:7]2[N:12]=[C:11]3[S:13][C:14]4[CH2:18][CH2:17][CH2:16][C:15]=4[C:10]3=[C:9]([C:19]3[CH:20]=[CH:21][C:22]([CH3:25])=[CH:23][CH:24]=3)[C:8]=2[CH:26]([CH2:31][CH2:32][CH3:33])[C:27]([OH:29])=[O:28])[CH:6]=[CH:5][CH:4]=[CH:3][CH:2]=1, predict the reactants needed to synthesize it. (2) Given the product [ClH:4].[NH2:5][C:6]1[CH:7]=[C:8]([CH:12]=[CH:13][C:14]=1[OH:15])[C:9]([O:11][CH3:1])=[O:10], predict the reactants needed to synthesize it. The reactants are: [C:1]([Cl:4])(=O)C.[NH2:5][C:6]1[CH:7]=[C:8]([CH:12]=[CH:13][C:14]=1[OH:15])[C:9]([OH:11])=[O:10].